This data is from hERG Central: cardiac toxicity at 1µM, 10µM, and general inhibition. The task is: Predict hERG channel inhibition at various concentrations. (1) The molecule is COc1ccc(OC)c(N(CC(=O)NC2CC3CCC2C3)S(=O)(=O)c2ccccc2)c1. Results: hERG_inhib (hERG inhibition (general)): blocker. (2) The compound is COc1ccc(CN(C(=O)CN2C(=O)NC3(CCC(C)CC3)C2=O)C(C)Cc2cccs2)cc1. Results: hERG_inhib (hERG inhibition (general)): blocker. (3) The molecule is COc1ccc(Cl)cc1NC(=O)C1CCN(C(=O)C2CC(=O)N(c3ccc(C)cc3)C2)CC1. Results: hERG_inhib (hERG inhibition (general)): blocker. (4) The molecule is CN(C)C(=O)[C@@H]1C[C@H]1[C@@H](NC(=O)OCc1ccccc1)c1ccccc1. Results: hERG_inhib (hERG inhibition (general)): blocker. (5) Results: hERG_inhib (hERG inhibition (general)): blocker. The drug is Cc1cccn2c(=O)c3cc(C#N)c(=NC(=O)c4ccco4)n(Cc4ccco4)c3nc12.